Dataset: Forward reaction prediction with 1.9M reactions from USPTO patents (1976-2016). Task: Predict the product of the given reaction. (1) Given the reactants Br[C:2](Br)=[CH:3][CH:4]1[CH2:7][CH:6]([CH2:8][CH:9]([CH3:11])[CH3:10])[CH2:5]1.C([Li])CCC.[Si:18]([O:35][CH2:36][CH2:37][CH:38]([C:47](=[O:52])NCOC)[CH2:39][C:40]([O:42][C:43]([CH3:46])([CH3:45])[CH3:44])=[O:41])([C:31]([CH3:34])([CH3:33])[CH3:32])([C:25]1[CH:30]=[CH:29][CH:28]=[CH:27][CH:26]=1)[C:19]1[CH:24]=[CH:23][CH:22]=[CH:21][CH:20]=1.[Cl-].[NH4+], predict the reaction product. The product is: [Si:18]([O:35][CH2:36][CH2:37][CH:38]([C:47](=[O:52])[C:2]#[C:3][CH:4]1[CH2:7][CH:6]([CH2:8][CH:9]([CH3:11])[CH3:10])[CH2:5]1)[CH2:39][C:40]([O:42][C:43]([CH3:46])([CH3:45])[CH3:44])=[O:41])([C:31]([CH3:32])([CH3:34])[CH3:33])([C:25]1[CH:30]=[CH:29][CH:28]=[CH:27][CH:26]=1)[C:19]1[CH:20]=[CH:21][CH:22]=[CH:23][CH:24]=1. (2) The product is: [Cl:1][C:2]1[CH:3]=[C:4]([C:8]2[C:9]3[N:20]([CH2:21][C@H:22]4[CH2:27][CH2:26][C@H:25]([CH3:28])[CH2:24][CH2:23]4)[CH:19]=[CH:18][C:10]=3[N:11]=[C:12]([C:14]([NH:29][NH2:30])=[O:15])[N:13]=2)[CH:5]=[N:6][CH:7]=1. Given the reactants [Cl:1][C:2]1[CH:3]=[C:4]([C:8]2[C:9]3[N:20]([CH2:21][C@H:22]4[CH2:27][CH2:26][C@H:25]([CH3:28])[CH2:24][CH2:23]4)[CH:19]=[CH:18][C:10]=3[N:11]=[C:12]([C:14](OC)=[O:15])[N:13]=2)[CH:5]=[N:6][CH:7]=1.[NH2:29][NH2:30], predict the reaction product. (3) Given the reactants [CH3:1][C:2]1[N:6]([CH2:7][C:8]([O:10]CC)=[O:9])[C:5]2[CH2:13][CH2:14][CH2:15][CH2:16][CH2:17][C:4]=2[C:3]=1[CH2:18][C:19]1[CH:24]=[CH:23][CH:22]=[CH:21][C:20]=1[S:25]([N:28]1[CH2:33][CH2:32][O:31][CH2:30][CH2:29]1)(=[O:27])=[O:26].[Li+].[OH-], predict the reaction product. The product is: [CH3:1][C:2]1[N:6]([CH2:7][C:8]([OH:10])=[O:9])[C:5]2[CH2:13][CH2:14][CH2:15][CH2:16][CH2:17][C:4]=2[C:3]=1[CH2:18][C:19]1[CH:24]=[CH:23][CH:22]=[CH:21][C:20]=1[S:25]([N:28]1[CH2:33][CH2:32][O:31][CH2:30][CH2:29]1)(=[O:27])=[O:26]. (4) The product is: [NH2:1][C:2]1[CH:7]=[CH:6][CH:5]=[CH:4][C:3]=1[C:12]1[N:17]=[C:16]([C:18]([OH:20])=[O:19])[CH:15]=[CH:14][CH:13]=1. Given the reactants [NH2:1][C:2]1[CH:7]=[CH:6][CH:5]=[CH:4][C:3]=1B(O)O.Br[C:12]1[N:17]=[C:16]([C:18]([OH:20])=[O:19])[CH:15]=[CH:14][CH:13]=1, predict the reaction product. (5) Given the reactants [CH:1]([C:4]1([CH2:9][CH2:10]OS(C)(=O)=O)[O:8][CH2:7][CH2:6][O:5]1)([CH3:3])[CH3:2].[Br:16][C:17]1[CH:22]=[CH:21][C:20]([C@@H:23]([NH2:25])[CH3:24])=[CH:19][CH:18]=1.C([O-])([O-])=O.[K+].[K+], predict the reaction product. The product is: [Br:16][C:17]1[CH:22]=[CH:21][C:20]([C@@H:23]([NH:25][CH2:10][CH2:9][C:4]2([CH:1]([CH3:2])[CH3:3])[O:5][CH2:6][CH2:7][O:8]2)[CH3:24])=[CH:19][CH:18]=1. (6) Given the reactants Cl.[Cl:2][C:3]1[CH:8]=[C:7]([CH:9]([NH2:11])[CH3:10])[CH:6]=[C:5]([CH3:12])[N:4]=1.C(N(CC)CC)C.[C:20](O[C:20]([O:22][C:23]([CH3:26])([CH3:25])[CH3:24])=[O:21])([O:22][C:23]([CH3:26])([CH3:25])[CH3:24])=[O:21], predict the reaction product. The product is: [C:23]([O:22][C:20](=[O:21])[NH:11][CH:9]([C:7]1[CH:6]=[C:5]([CH3:12])[N:4]=[C:3]([Cl:2])[CH:8]=1)[CH3:10])([CH3:26])([CH3:25])[CH3:24]. (7) The product is: [OH:24][C:25]1[C:26]([C:33]([NH:13][C@H:9]2[CH2:8][CH2:7][CH2:6][C@H:5]([O:14][CH2:15][C:16]([CH3:18])=[CH2:17])[C@@H:4]([O:19][CH2:20][C:21]([CH3:23])=[CH2:22])[C@H:3]([CH3:2])[O:11][C:10]2=[O:12])=[O:34])=[N:27][CH:28]=[CH:29][C:30]=1[O:31][CH3:32]. Given the reactants [Cl-].[CH3:2][C@@H:3]1[O:11][C:10](=[O:12])[C@@H:9]([NH3+:13])[CH2:8][CH2:7][CH2:6][C@H:5]([O:14][CH2:15][C:16]([CH3:18])=[CH2:17])[C@H:4]1[O:19][CH2:20][C:21]([CH3:23])=[CH2:22].[OH:24][C:25]1[C:26]([C:33](O)=[O:34])=[N:27][CH:28]=[CH:29][C:30]=1[O:31][CH3:32].CCN(C(C)C)C(C)C.C1CN([P+](ON2N=NC3C=CC=CC2=3)(N2CCCC2)N2CCCC2)CC1.F[P-](F)(F)(F)(F)F, predict the reaction product.